The task is: Predict the reactants needed to synthesize the given product.. This data is from Full USPTO retrosynthesis dataset with 1.9M reactions from patents (1976-2016). Given the product [N:23]([C:22]1[CH:24]=[CH:25][C:19]([S:16]([C:15]([F:26])([F:14])[F:27])(=[O:17])=[O:18])=[CH:20][CH:21]=1)=[C:6]=[S:7], predict the reactants needed to synthesize it. The reactants are: C(=O)([O-])[O-].[Ca+2].[C:6](Cl)(Cl)=[S:7].ClCCl.O.[F:14][C:15]([F:27])([F:26])[S:16]([C:19]1[CH:25]=[CH:24][C:22]([NH2:23])=[CH:21][CH:20]=1)(=[O:18])=[O:17].